This data is from Catalyst prediction with 721,799 reactions and 888 catalyst types from USPTO. The task is: Predict which catalyst facilitates the given reaction. (1) The catalyst class is: 8. Product: [CH2:18]([O:20][C:21]1[CH:22]=[C:23]([CH:24]2[C:9]([C:6]3[CH:7]=[CH:8][C:3]([O:2][CH3:1])=[CH:4][CH:5]=3)=[C:10]([C:12]3[CH:17]=[CH:16][CH:15]=[CH:14][CH:13]=3)[NH:36][C:34](=[O:35])[NH:33]2)[CH:26]=[C:27]([N+:30]([O-:32])=[O:31])[C:28]=1[OH:29])[CH3:19]. Reactant: [CH3:1][O:2][C:3]1[CH:8]=[CH:7][C:6]([CH2:9][C:10]([C:12]2[CH:17]=[CH:16][CH:15]=[CH:14][CH:13]=2)=O)=[CH:5][CH:4]=1.[CH2:18]([O:20][C:21]1[CH:22]=[C:23]([CH:26]=[C:27]([N+:30]([O-:32])=[O:31])[C:28]=1[OH:29])[CH:24]=O)[CH3:19].[NH2:33][C:34]([NH2:36])=[O:35].Cl. (2) Reactant: [F:1][C:2]1[CH:29]=[CH:28][C:5]2[NH:6][C:7]([CH:9]([O:20][CH:21]3[CH2:26][CH2:25][N:24]([CH3:27])[CH2:23][CH2:22]3)[C:10]3[CH:11]=[C:12]([S:16][CH2:17][CH2:18][NH2:19])[CH:13]=[CH:14][CH:15]=3)=[N:8][C:4]=2[CH:3]=1.C(N1C=CC([C:42](=[NH:44])[NH2:43])N1C(OC(C)(C)C)=O)(OC(C)(C)C)=O.C(N(C(C)C)CC)(C)C. Product: [F:1][C:2]1[CH:29]=[CH:28][C:5]2[NH:6][C:7]([CH:9]([O:20][CH:21]3[CH2:26][CH2:25][N:24]([CH3:27])[CH2:23][CH2:22]3)[C:10]3[CH:11]=[C:12]([S:16][CH2:17][CH2:18][NH:19][C:42]([NH2:44])=[NH:43])[CH:13]=[CH:14][CH:15]=3)=[N:8][C:4]=2[CH:3]=1. The catalyst class is: 10. (3) Reactant: [F:1][C:2]1[CH:21]=[CH:20][CH:19]=[CH:18][C:3]=1[CH2:4][N:5]1[C:9]2=[N:10][C:11]([CH3:14])=[N:12][CH:13]=[C:8]2[C:7]([C:15](=[NH:17])[NH2:16])=[N:6]1.C([N:24](CC)CC)C.O.NN. Product: [F:1][C:2]1[CH:21]=[CH:20][CH:19]=[CH:18][C:3]=1[CH2:4][N:5]1[C:9]2=[N:10][C:11]([CH3:14])=[N:12][CH:13]=[C:8]2[C:7]([C:15](=[NH:16])[NH:17][NH2:24])=[N:6]1. The catalyst class is: 8. (4) Reactant: NC1(C2C=CC(C3C(=O)C4C(=CC=C(F)C=4)OC=3C3C=CC=CC=3)=CC=2)CCC1.C(OC(=O)[NH:36][C:37]1([C:41]2[CH:46]=[CH:45][C:44]([C:47]3[C:56](=[O:57])[C:55]4[C:50](=[C:51]([C:58]5[N:59]=[N:60][NH:61][CH:62]=5)[CH:52]=[CH:53][CH:54]=4)[O:49][C:48]=3[C:63]3[CH:68]=[CH:67][CH:66]=[CH:65][CH:64]=3)=[CH:43][CH:42]=2)[CH2:40][CH2:39][CH2:38]1)(C)(C)C.C(O)(C(F)(F)F)=O.N. Product: [NH2:36][C:37]1([C:41]2[CH:42]=[CH:43][C:44]([C:47]3[C:56](=[O:57])[C:55]4[C:50](=[C:51]([C:58]5[N:59]=[N:60][NH:61][CH:62]=5)[CH:52]=[CH:53][CH:54]=4)[O:49][C:48]=3[C:63]3[CH:68]=[CH:67][CH:66]=[CH:65][CH:64]=3)=[CH:45][CH:46]=2)[CH2:40][CH2:39][CH2:38]1. The catalyst class is: 2. (5) Reactant: [CH3:1][C:2]([C:4]1[CH:9]=[CH:8][C:7]([C:10]([F:13])([F:12])[F:11])=[CH:6][CH:5]=1)=[O:3].Br.[OH2:15]. Product: [F:13][C:10]([F:11])([F:12])[C:7]1[CH:8]=[CH:9][C:4]([C:2](=[O:3])[CH:1]=[O:15])=[CH:5][CH:6]=1. The catalyst class is: 16. (6) Reactant: [Cl:1][C:2]1[CH:10]=[C:6]([C:7]([OH:9])=O)[C:5]([OH:11])=[CH:4][CH:3]=1.[F:12][C:13]([F:26])([F:25])[C:14]1[CH:15]=[C:16]([CH:18]=[C:19]([C:21]([F:24])([F:23])[F:22])[CH:20]=1)N.C[CH2:28][N:29]=C=NCCCN(C)C. Product: [F:12][C:13]([F:26])([F:25])[C:14]1[CH:15]=[C:16]([CH:18]=[C:19]([C:21]([F:24])([F:23])[F:22])[CH:20]=1)[CH2:28][NH:29][C:7](=[O:9])[C:6]1[CH:10]=[C:2]([Cl:1])[CH:3]=[CH:4][C:5]=1[OH:11]. The catalyst class is: 166.